This data is from Full USPTO retrosynthesis dataset with 1.9M reactions from patents (1976-2016). The task is: Predict the reactants needed to synthesize the given product. (1) Given the product [N:29]1([CH2:35][CH2:36][O:37][C:2]2[CH:7]=[C:6]([O:8][C:9]3[CH:14]=[CH:13][C:12]([NH:15][C:16]4[CH:21]=[C:20]([C:22]5[CH:27]=[CH:26][CH:25]=[CH:24][CH:23]=5)[N:19]=[C:18]([NH2:28])[N:17]=4)=[CH:11][CH:10]=3)[CH:5]=[CH:4][N:3]=2)[CH2:34][CH2:33][O:32][CH2:31][CH2:30]1, predict the reactants needed to synthesize it. The reactants are: Cl[C:2]1[CH:7]=[C:6]([O:8][C:9]2[CH:14]=[CH:13][C:12]([NH:15][C:16]3[CH:21]=[C:20]([C:22]4[CH:27]=[CH:26][CH:25]=[CH:24][CH:23]=4)[N:19]=[C:18]([NH2:28])[N:17]=3)=[CH:11][CH:10]=2)[CH:5]=[CH:4][N:3]=1.[N:29]1([CH2:35][CH2:36][OH:37])[CH2:34][CH2:33][O:32][CH2:31][CH2:30]1.[OH-].[K+].C1OCCOCCOCCOCCOCCOC1. (2) Given the product [Br:1][C:2]1[CH:7]=[CH:6][C:5]([CH2:8][CH2:9][C:10]2([CH2:16][O:17][Si:18]([C:21]([CH3:24])([CH3:23])[CH3:22])([CH3:20])[CH3:19])[CH2:14][O:13][C:12]([CH3:15])=[N:11]2)=[CH:4][CH:3]=1, predict the reactants needed to synthesize it. The reactants are: [Br:1][C:2]1[CH:7]=[CH:6][C:5]([CH:8]=[CH:9][C:10]2([CH2:16][O:17][Si:18]([C:21]([CH3:24])([CH3:23])[CH3:22])([CH3:20])[CH3:19])[CH2:14][O:13][C:12]([CH3:15])=[N:11]2)=[CH:4][CH:3]=1. (3) The reactants are: [CH3:1][O:2][C:3]1[CH:8]=[CH:7][C:6]([N:9]([C:40]2[CH:45]=[CH:44][CH:43]=[CH:42][CH:41]=2)[C:10]2[CH:15]=[C:14](B3OC(C)(C)C(C)(C)O3)[CH:13]=[C:12]([N:25]([C:32]3[CH:37]=[CH:36][C:35]([O:38][CH3:39])=[CH:34][CH:33]=3)[C:26]3[CH:31]=[CH:30][CH:29]=[CH:28][CH:27]=3)[CH:11]=2)=[CH:5][CH:4]=1.[Br:46][C:47]1[CH:56]=[CH:55][C:54]2[C:49](=[CH:50][CH:51]=[C:52](Br)[CH:53]=2)[CH:48]=1.C([O-])([O-])=O.[K+].[K+].C1COCC1. Given the product [Br:46][C:47]1[CH:48]=[C:49]2[C:54](=[CH:55][CH:56]=1)[CH:53]=[C:52]([C:14]1[CH:15]=[C:10]([N:9]([C:6]3[CH:5]=[CH:4][C:3]([O:2][CH3:1])=[CH:8][CH:7]=3)[C:40]3[CH:45]=[CH:44][CH:43]=[CH:42][CH:41]=3)[CH:11]=[C:12]([N:25]([C:32]3[CH:37]=[CH:36][C:35]([O:38][CH3:39])=[CH:34][CH:33]=3)[C:26]3[CH:31]=[CH:30][CH:29]=[CH:28][CH:27]=3)[CH:13]=1)[CH:51]=[CH:50]2, predict the reactants needed to synthesize it. (4) The reactants are: Cl[CH2:2][C:3]1[CH:22]=[CH:21][C:6]([CH2:7][O:8][C:9]2[CH:14]=[CH:13][C:12]([CH2:15][CH2:16][C:17]([O:19]C)=[O:18])=[CH:11][CH:10]=2)=[CH:5][CH:4]=1.[Cl:23][C:24]1[CH:29]=[CH:28][C:27]([C:30]2[N:31]=[C:32]([NH:36][CH2:37][CH3:38])[O:33][C:34]=2[CH3:35])=[CH:26][CH:25]=1.C(=O)([O-])[O-].[K+].[K+].[OH-].[Na+].Cl. Given the product [Cl:23][C:24]1[CH:25]=[CH:26][C:27]([C:30]2[N:31]=[C:32]([N:36]([CH2:2][C:3]3[CH:22]=[CH:21][C:6]([CH2:7][O:8][C:9]4[CH:14]=[CH:13][C:12]([CH2:15][CH2:16][C:17]([OH:19])=[O:18])=[CH:11][CH:10]=4)=[CH:5][CH:4]=3)[CH2:37][CH3:38])[O:33][C:34]=2[CH3:35])=[CH:28][CH:29]=1, predict the reactants needed to synthesize it. (5) Given the product [F:1][C:2]1[CH:10]=[CH:9][C:5]([C:6]([O:8][CH2:14][CH3:15])=[O:7])=[CH:4][C:3]=1[N+:11]([O-:13])=[O:12], predict the reactants needed to synthesize it. The reactants are: [F:1][C:2]1[CH:10]=[CH:9][C:5]([C:6]([OH:8])=[O:7])=[CH:4][C:3]=1[N+:11]([O-:13])=[O:12].[CH2:14](O)[CH3:15].C1(C)C=CC=CC=1.S(=O)(=O)(O)O. (6) Given the product [Br:11][C:9]1[CH:8]=[CH:7][C:3]2[C:4](=[O:6])[O:5][C:13](=[O:16])[NH:1][C:2]=2[CH:10]=1, predict the reactants needed to synthesize it. The reactants are: [NH2:1][C:2]1[CH:10]=[C:9]([Br:11])[CH:8]=[CH:7][C:3]=1[C:4]([OH:6])=[O:5].Cl[C:13]([O:16]C(=O)OC(Cl)(Cl)Cl)(Cl)Cl.